This data is from Forward reaction prediction with 1.9M reactions from USPTO patents (1976-2016). The task is: Predict the product of the given reaction. (1) Given the reactants [C:1]([C@H:5]1[CH2:10][CH2:9][C@H:8]([O:11][C:12]2[CH:21]=[CH:20][CH:19]=[C:18]3[C:13]=2[CH:14]=[CH:15][C:16]([CH2:22][NH:23][CH:24]2[CH2:27][CH:26]([C:28]([O:30]CC)=[O:29])[C:25]2([CH3:34])[CH3:33])=[CH:17]3)[CH2:7][CH2:6]1)([CH3:4])([CH3:3])[CH3:2].[OH-].[Na+], predict the reaction product. The product is: [C:1]([C@H:5]1[CH2:6][CH2:7][C@H:8]([O:11][C:12]2[CH:21]=[CH:20][CH:19]=[C:18]3[C:13]=2[CH:14]=[CH:15][C:16]([CH2:22][NH:23][CH:24]2[CH2:27][CH:26]([C:28]([OH:30])=[O:29])[C:25]2([CH3:34])[CH3:33])=[CH:17]3)[CH2:9][CH2:10]1)([CH3:4])([CH3:2])[CH3:3]. (2) Given the reactants [CH2:1]([C@H:3]([NH:10][C:11]([C:13]1[C:22]2[C:17](=[CH:18][CH:19]=[CH:20][CH:21]=2)[N:16]=[C:15]([C:23]2[CH:28]=[CH:27][CH:26]=[CH:25][CH:24]=2)[C:14]=1[O:29][CH2:30][CH2:31][NH2:32])=[O:12])[C:4]1[CH:9]=[CH:8][CH:7]=[CH:6][CH:5]=1)[CH3:2].[C:33]1(=[O:39])[O:38][C:36](=[O:37])[CH:35]=[CH:34]1, predict the reaction product. The product is: [CH2:1]([C@H:3]([NH:10][C:11]([C:13]1[C:22]2[C:17](=[CH:18][CH:19]=[CH:20][CH:21]=2)[N:16]=[C:15]([C:23]2[CH:24]=[CH:25][CH:26]=[CH:27][CH:28]=2)[C:14]=1[O:29][CH2:30][CH2:31][NH:32][C:33](=[O:39])/[CH:34]=[CH:35]\[C:36]([OH:38])=[O:37])=[O:12])[C:4]1[CH:9]=[CH:8][CH:7]=[CH:6][CH:5]=1)[CH3:2]. (3) The product is: [CH2:19]([O:18][CH2:17][C@H:6]1[C@@H:7]([O:9][Si:10]([C:13]([CH3:15])([CH3:14])[CH3:16])([CH3:12])[CH3:11])[CH2:8][C@H:4]([NH2:1])[CH2:5]1)[C:20]1[CH:25]=[CH:24][CH:23]=[CH:22][CH:21]=1. Given the reactants [N:1]([C@H:4]1[CH2:8][C@H:7]([O:9][Si:10]([C:13]([CH3:16])([CH3:15])[CH3:14])([CH3:12])[CH3:11])[C@H:6]([CH2:17][O:18][CH2:19][C:20]2[CH:25]=[CH:24][CH:23]=[CH:22][CH:21]=2)[CH2:5]1)=[N+]=[N-], predict the reaction product. (4) Given the reactants [Br:1][C:2]1[CH:7]=[C:6]([F:8])[CH:5]=[CH:4][C:3]=1[CH:9]1[C:14]([C:15]([O:17][CH2:18][CH3:19])=[O:16])=[C:13]([CH3:20])[NH:12][C:11]([C:21]2[S:22][CH:23]=[C:24]([CH2:26][C:27]([NH:29][CH3:30])=[O:28])[N:25]=2)=[N:10]1.C1C(=O)N([Br:38])C(=O)C1, predict the reaction product. The product is: [Br:1][C:2]1[CH:7]=[C:6]([F:8])[CH:5]=[CH:4][C:3]=1[CH:9]1[C:14]([C:15]([O:17][CH2:18][CH3:19])=[O:16])=[C:13]([CH2:20][Br:38])[NH:12][C:11]([C:21]2[S:22][CH:23]=[C:24]([CH2:26][C:27]([NH:29][CH3:30])=[O:28])[N:25]=2)=[N:10]1.